From a dataset of NCI-60 drug combinations with 297,098 pairs across 59 cell lines. Regression. Given two drug SMILES strings and cell line genomic features, predict the synergy score measuring deviation from expected non-interaction effect. (1) Drug 1: CCC1=CC2CC(C3=C(CN(C2)C1)C4=CC=CC=C4N3)(C5=C(C=C6C(=C5)C78CCN9C7C(C=CC9)(C(C(C8N6C)(C(=O)OC)O)OC(=O)C)CC)OC)C(=O)OC.C(C(C(=O)O)O)(C(=O)O)O. Drug 2: C1CN1P(=S)(N2CC2)N3CC3. Cell line: HT29. Synergy scores: CSS=65.0, Synergy_ZIP=-0.685, Synergy_Bliss=5.82, Synergy_Loewe=-6.62, Synergy_HSA=6.04. (2) Drug 1: CS(=O)(=O)C1=CC(=C(C=C1)C(=O)NC2=CC(=C(C=C2)Cl)C3=CC=CC=N3)Cl. Drug 2: CC1CCC2CC(C(=CC=CC=CC(CC(C(=O)C(C(C(=CC(C(=O)CC(OC(=O)C3CCCCN3C(=O)C(=O)C1(O2)O)C(C)CC4CCC(C(C4)OC)OCCO)C)C)O)OC)C)C)C)OC. Cell line: NCIH23. Synergy scores: CSS=17.8, Synergy_ZIP=-1.69, Synergy_Bliss=4.06, Synergy_Loewe=-2.01, Synergy_HSA=4.50.